Dataset: Peptide-MHC class II binding affinity with 134,281 pairs from IEDB. Task: Regression. Given a peptide amino acid sequence and an MHC pseudo amino acid sequence, predict their binding affinity value. This is MHC class II binding data. (1) The peptide sequence is EKKYFAAMQFEPLAA. The MHC is HLA-DQA10101-DQB10501 with pseudo-sequence HLA-DQA10101-DQB10501. The binding affinity (normalized) is 0.494. (2) The peptide sequence is LGHDGTVWAQSADFP. The MHC is HLA-DPA10103-DPB10401 with pseudo-sequence HLA-DPA10103-DPB10401. The binding affinity (normalized) is 0.0223. (3) The peptide sequence is QLYSKFLLKAEPLAF. The MHC is HLA-DPA10103-DPB10301 with pseudo-sequence HLA-DPA10103-DPB10301. The binding affinity (normalized) is 0.612. (4) The binding affinity (normalized) is 0.364. The peptide sequence is TVWAQSADFPQFKPE. The MHC is DRB1_1101 with pseudo-sequence DRB1_1101. (5) The peptide sequence is QRMMAEIDTDGDGFI. The MHC is HLA-DPA10201-DPB10101 with pseudo-sequence HLA-DPA10201-DPB10101. The binding affinity (normalized) is 0.125.